From a dataset of Full USPTO retrosynthesis dataset with 1.9M reactions from patents (1976-2016). Predict the reactants needed to synthesize the given product. (1) Given the product [C:4]1([S:10]([CH:13]=[C:37]([C:32]2[CH:33]=[C:34]([Cl:36])[CH:35]=[C:30]([Cl:29])[CH:31]=2)[C:38]([F:41])([F:40])[F:39])(=[O:11])=[O:12])[CH:5]=[CH:6][CH:7]=[CH:8][CH:9]=1, predict the reactants needed to synthesize it. The reactants are: [Cl-].[Mg+2].[Cl-].[C:4]1([S:10]([CH2:13]P(=O)(OCC)OCC)(=[O:12])=[O:11])[CH:9]=[CH:8][CH:7]=[CH:6][CH:5]=1.C(N(CC)CC)C.[Cl:29][C:30]1[CH:31]=[C:32]([C:37](=O)[C:38]([F:41])([F:40])[F:39])[CH:33]=[C:34]([Cl:36])[CH:35]=1. (2) Given the product [Cl:1][C:2]1[CH:7]=[C:6]([Cl:8])[CH:5]=[CH:4][C:3]=1[CH:9]1[CH:18]([C:19]([OH:21])=[O:20])[C:17]2[C:12](=[CH:13][CH:14]=[CH:15][CH:16]=2)[C:11](=[O:24])[N:10]1[CH:25]1[CH2:30][CH2:29][CH2:28][CH2:27][CH:26]1[NH:31][S:32]([CH3:35])(=[O:33])=[O:34], predict the reactants needed to synthesize it. The reactants are: [Cl:1][C:2]1[CH:7]=[C:6]([Cl:8])[CH:5]=[CH:4][C:3]=1[CH:9]1[CH:18]([C:19]([O:21]CC)=[O:20])[C:17]2[C:12](=[CH:13][CH:14]=[CH:15][CH:16]=2)[C:11](=[O:24])[N:10]1[CH:25]1[CH2:30][CH2:29][CH2:28][CH2:27][CH:26]1[NH:31][S:32]([CH3:35])(=[O:34])=[O:33].CO.[OH-].[Na+].Cl. (3) The reactants are: [Cl:1][C:2]1[CH:9]=[CH:8][C:5]([C:6]#[N:7])=[C:4]([O:10][C:11]2[C:20]3[CH2:19][CH2:18][CH2:17][C:16](=O)[C:15]=3[CH:14]=[CH:13][CH:12]=2)[CH:3]=1.CN.[C:24]([BH3-])#[N:25].[Na+].[C:28]([OH:35])(=[O:34])/[CH:29]=[CH:30]/[C:31]([OH:33])=[O:32]. Given the product [C:28]([OH:35])(=[O:34])/[CH:29]=[CH:30]/[C:31]([OH:33])=[O:32].[Cl:1][C:2]1[CH:9]=[CH:8][C:5]([C:6]#[N:7])=[C:4]([O:10][C:11]2[C:20]3[CH2:19][CH2:18][CH2:17][CH:16]([NH:25][CH3:24])[C:15]=3[CH:14]=[CH:13][CH:12]=2)[CH:3]=1, predict the reactants needed to synthesize it. (4) Given the product [Br:22][CH2:14][C:5]1[C:4]([N+:1]([O-:3])=[O:2])=[CH:13][CH:12]=[C:11]2[C:6]=1[CH:7]=[CH:8][CH:9]=[N:10]2, predict the reactants needed to synthesize it. The reactants are: [N+:1]([C:4]1[C:5]([CH2:14]O)=[C:6]2[C:11](=[CH:12][CH:13]=1)[N:10]=[CH:9][CH:8]=[CH:7]2)([O-:3])=[O:2].C([O-])([O-])=O.[K+].[K+].[BrH:22]. (5) Given the product [Br:31][C:28]1[CH:27]=[CH:26][C:25]([CH2:24][C:19]2[C:20](=[O:21])[N:5]([C:6]3[N:11]=[CH:10][C:9]([O:12][CH3:13])=[CH:8][N:7]=3)[C:14]([CH3:15])=[N:17][C:18]=2[CH2:32][CH2:33][CH2:34][CH3:35])=[CH:30][CH:29]=1, predict the reactants needed to synthesize it. The reactants are: C[Al](C)C.[NH2:5][C:6]1[N:11]=[CH:10][C:9]([O:12][CH3:13])=[CH:8][N:7]=1.[C:14]([NH:17]/[C:18](/[CH2:32][CH2:33][CH2:34][CH3:35])=[C:19](/[CH2:24][C:25]1[CH:30]=[CH:29][C:28]([Br:31])=[CH:27][CH:26]=1)\[C:20](OC)=[O:21])(=O)[CH3:15].[Cl-].[NH4+]. (6) Given the product [F:27][C:28]1[CH:33]=[C:32]([F:34])[CH:31]=[CH:30][C:29]=1[C:35]1[N:37]=[C:24]([CH:11]2[CH2:10][CH:9]([C:6]3[CH:7]=[CH:8][C:3]([CH2:1][CH3:2])=[CH:4][CH:5]=3)[CH2:14][N:13]([C:15]([N:17]3[CH2:18][CH2:19][CH:20]([OH:23])[CH2:21][CH2:22]3)=[O:16])[CH2:12]2)[O:25][N:36]=1, predict the reactants needed to synthesize it. The reactants are: [CH2:1]([C:3]1[CH:8]=[CH:7][C:6]([CH:9]2[CH2:14][N:13]([C:15]([N:17]3[CH2:22][CH2:21][CH:20]([OH:23])[CH2:19][CH2:18]3)=[O:16])[CH2:12][CH:11]([C:24](O)=[O:25])[CH2:10]2)=[CH:5][CH:4]=1)[CH3:2].[F:27][C:28]1[CH:33]=[C:32]([F:34])[CH:31]=[CH:30][C:29]=1[C:35](=[N:37]O)[NH2:36]. (7) Given the product [CH3:1][C:2]1[CH:8]=[CH:7][C:5]([NH:6][N:13]=[C:18]([CH3:17])[C:19]([O:21][CH2:22][CH3:23])=[O:20])=[C:4]([N+:9]([O-:11])=[O:10])[CH:3]=1, predict the reactants needed to synthesize it. The reactants are: [CH3:1][C:2]1[CH:8]=[CH:7][C:5]([NH2:6])=[C:4]([N+:9]([O-:11])=[O:10])[CH:3]=1.Cl.[N:13]([O-])=O.[Na+].[CH3:17][CH:18](C(C)=O)[C:19]([O:21][CH2:22][CH3:23])=[O:20].[OH-].[K+].